The task is: Predict the reactants needed to synthesize the given product.. This data is from Full USPTO retrosynthesis dataset with 1.9M reactions from patents (1976-2016). (1) Given the product [Br:19][C:20]1[CH:27]=[CH:26][C:23]([CH2:24][NH:25][C:7](=[O:8])[C:6]2[CH:10]=[CH:2][C:3]([Cl:29])=[CH:4][C:5]=2[OH:11])=[C:22]([F:28])[CH:21]=1, predict the reactants needed to synthesize it. The reactants are: Cl[C:2]1[CH:3]=[CH:4][C:5]([OH:11])=[C:6]([CH:10]=1)[C:7](Cl)=[O:8].C(N(CC)CC)C.[Br:19][C:20]1[CH:27]=[CH:26][C:23]([CH2:24][NH2:25])=[C:22]([F:28])[CH:21]=1.[Cl:29]CCl. (2) Given the product [Cl:1][C:2]1[CH:3]=[C:4]([NH:8][C:9]2[N:14]=[C:13]([C:15]([F:17])([F:18])[F:16])[C:12]([NH:19][C:33](=[O:34])[CH2:32][CH:29]3[CH2:30][CH2:31][O:26][CH2:27][CH2:28]3)=[CH:11][N:10]=2)[CH:5]=[CH:6][CH:7]=1, predict the reactants needed to synthesize it. The reactants are: [Cl:1][C:2]1[CH:3]=[C:4]([NH:8][C:9]2[N:14]=[C:13]([C:15]([F:18])([F:17])[F:16])[C:12]([NH2:19])=[CH:11][N:10]=2)[CH:5]=[CH:6][CH:7]=1.N1C=CC=CC=1.[O:26]1[CH2:31][CH2:30][CH:29]([CH2:32][C:33](Cl)=[O:34])[CH2:28][CH2:27]1.C(OCC)(=O)C. (3) Given the product [Br:37][C:34]1[CH:35]=[CH:36][C:29]2[O:28][C:27]([C:25]([NH:24][C:21]3[CH:20]=[CH:19][C:18]([C:15]4[CH:14]=[CH:13][C:12]([S:9]([NH:8][C@H:4]([CH:5]([CH3:6])[CH3:7])[C:3]([OH:40])=[O:2])(=[O:10])=[O:11])=[CH:17][CH:16]=4)=[CH:23][CH:22]=3)=[O:26])=[C:31]([CH3:32])[C:30]=2[C:33]=1[O:38][CH3:39], predict the reactants needed to synthesize it. The reactants are: C[O:2][C:3](=[O:40])[C@H:4]([NH:8][S:9]([C:12]1[CH:17]=[CH:16][C:15]([C:18]2[CH:23]=[CH:22][C:21]([NH:24][C:25]([C:27]3[O:28][C:29]4[CH:36]=[CH:35][C:34]([Br:37])=[C:33]([O:38][CH3:39])[C:30]=4[C:31]=3[CH3:32])=[O:26])=[CH:20][CH:19]=2)=[CH:14][CH:13]=1)(=[O:11])=[O:10])[CH:5]([CH3:7])[CH3:6].[Li+].[OH-]. (4) Given the product [C:20]([O:1][CH2:2][CH2:3][O:4][C:5]1[CH:12]=[CH:11][CH:10]=[C:7]([CH:8]=[O:9])[CH:6]=1)(=[O:27])[C:21]1[CH:26]=[CH:25][CH:24]=[CH:23][CH:22]=1, predict the reactants needed to synthesize it. The reactants are: [OH:1][CH2:2][CH2:3][O:4][C:5]1[CH:6]=[C:7]([CH:10]=[CH:11][CH:12]=1)[CH:8]=[O:9].C(N(CC)CC)C.[C:20](O[C:20](=[O:27])[C:21]1[CH:26]=[CH:25][CH:24]=[CH:23][CH:22]=1)(=[O:27])[C:21]1[CH:26]=[CH:25][CH:24]=[CH:23][CH:22]=1. (5) Given the product [CH3:1][S:2]([O:14][CH2:13][CH2:12][N:11]1[C:10]([N+:15]([O-:17])=[O:16])=[CH:9][N:8]=[C:7]1[CH3:6])(=[O:4])=[O:3], predict the reactants needed to synthesize it. The reactants are: [CH3:1][S:2](Cl)(=[O:4])=[O:3].[CH3:6][C:7]1[N:11]([CH2:12][CH2:13][OH:14])[C:10]([N+:15]([O-:17])=[O:16])=[CH:9][N:8]=1. (6) Given the product [CH2:19]([C@H:15]1[S:11][C:10]([NH:9][CH2:8][C@@H:7]([C:1]2[CH:6]=[CH:5][CH:4]=[CH:3][CH:2]=2)[CH3:13])=[N:12][C:16]1=[O:17])[CH3:20], predict the reactants needed to synthesize it. The reactants are: [C:1]1([C@@H:7]([CH3:13])[CH2:8][NH:9][C:10]([NH2:12])=[S:11])[CH:6]=[CH:5][CH:4]=[CH:3][CH:2]=1.Br[CH:15]([CH2:19][CH3:20])[C:16](O)=[O:17]. (7) Given the product [C:1]([O:5][C:6](=[O:47])[C@@H:7]([NH:14][C:15]([C:17]1[CH:18]=[CH:19][C:20]([C:23]2[CH:28]=[CH:27][CH:26]=[C:25]([NH2:29])[CH:24]=2)=[CH:21][CH:22]=1)=[O:16])[CH2:8][O:9][C:10]([CH3:13])([CH3:12])[CH3:11])([CH3:2])([CH3:3])[CH3:4], predict the reactants needed to synthesize it. The reactants are: [C:1]([O:5][C:6](=[O:47])[C@@H:7]([NH:14][C:15]([C:17]1[CH:22]=[CH:21][C:20]([C:23]2[CH:28]=[CH:27][CH:26]=[C:25]([NH:29]C(OCC3C4C=CC=CC=4C4C3=CC=CC=4)=O)[CH:24]=2)=[CH:19][CH:18]=1)=[O:16])[CH2:8][O:9][C:10]([CH3:13])([CH3:12])[CH3:11])([CH3:4])([CH3:3])[CH3:2].NCCN(CCN)CCN.